This data is from Reaction yield outcomes from USPTO patents with 853,638 reactions. The task is: Predict the reaction yield, written as a fraction of the theoretical maximum amount of product (1.0 means a 100% yield; for example, 0.34 means a 34% yield). (1) The reactants are [CH2:1]([C:3]1[NH:4][C:5]2[CH:11]=[C:10]([NH2:12])[CH:9]=[CH:8][C:6]=2[N:7]=1)[CH3:2].[Br:13]Br. The catalyst is CC(O)=O. The product is [CH2:1]([C:3]1[NH:4][C:5]2[C:11]([Br:13])=[C:10]([NH2:12])[CH:9]=[CH:8][C:6]=2[N:7]=1)[CH3:2]. The yield is 0.820. (2) The product is [NH2:25][CH2:24][CH2:23][NH:26][C:2]1[N:11]=[C:10]([N:12]([C:14]2[CH:15]=[CH:16][C:17]([O:20][CH3:21])=[CH:18][CH:19]=2)[CH3:13])[C:9]2[C:4](=[CH:5][CH:6]=[CH:7][CH:8]=2)[N:3]=1. The reactants are Cl[C:2]1[N:11]=[C:10]([N:12]([C:14]2[CH:19]=[CH:18][C:17]([O:20][CH3:21])=[CH:16][CH:15]=2)[CH3:13])[C:9]2[C:4](=[CH:5][CH:6]=[C:7](C)[CH:8]=2)[N:3]=1.[CH2:23]([NH2:26])[CH2:24][NH2:25].FC(F)(F)C([O-])=O. No catalyst specified. The yield is 1.00. (3) The reactants are [C:1](Cl)(=[O:3])[CH3:2].[CH2:5]([O:7][CH2:8][C:9]1[N:10]([CH2:22][C:23]2([OH:29])[CH2:28][CH2:27][NH:26][CH2:25][CH2:24]2)[C:11]2[C:20]3[CH:19]=[CH:18][CH:17]=[CH:16][C:15]=3[N:14]=[CH:13][C:12]=2[N:21]=1)[CH3:6].C(N(CC)CC)C. The catalyst is ClCCl. The product is [C:1]([N:26]1[CH2:27][CH2:28][C:23]([CH2:22][N:10]2[C:11]3[C:20]4[CH:19]=[CH:18][CH:17]=[CH:16][C:15]=4[N:14]=[CH:13][C:12]=3[N:21]=[C:9]2[CH2:8][O:7][CH2:5][CH3:6])([OH:29])[CH2:24][CH2:25]1)(=[O:3])[CH3:2]. The yield is 0.640. (4) The reactants are [CH3:1][C:2]([NH2:6])([CH3:5])[CH2:3][NH2:4].[S:7](Cl)([CH3:10])(=[O:9])=[O:8].C(N(CC)CC)C. The catalyst is C(Cl)Cl. The product is [NH2:6][C:2]([CH3:5])([CH3:1])[CH2:3][NH:4][S:7]([CH3:10])(=[O:9])=[O:8]. The yield is 0.330. (5) The reactants are [CH2:1]([O:4][N:5]([C@H:18]1[C:23]([CH2:24][O:25][CH3:26])=[CH:22][CH:21]([CH2:27][O:28][Si:29]([C:32]([CH3:35])([CH3:34])[CH3:33])([CH3:31])[CH3:30])[NH:20][CH2:19]1)S(C1C=CC=CC=1[N+]([O-])=O)(=O)=O)[CH:2]=[CH2:3].C([O-])([O-])=O.[K+].[K+].C1(S)C=CC=CC=1. The catalyst is C(#N)C. The product is [CH2:1]([O:4][NH:5][C@H:18]1[C:23]([CH2:24][O:25][CH3:26])=[CH:22][CH:21]([CH2:27][O:28][Si:29]([C:32]([CH3:35])([CH3:34])[CH3:33])([CH3:30])[CH3:31])[NH:20][CH2:19]1)[CH:2]=[CH2:3]. The yield is 0.630. (6) The reactants are [Cl:1][C:2]1[C:3]([F:31])=[C:4]([CH:8]2[C:12]([C:15]3[CH:20]=[CH:19][C:18]([Cl:21])=[CH:17][C:16]=3[F:22])([C:13]#[N:14])[CH:11]([CH2:23][C:24]([CH3:27])([CH3:26])[CH3:25])[NH:10][CH:9]2[C:28]([OH:30])=O)[CH:5]=[CH:6][CH:7]=1.CCN(C(C)C)C(C)C.C1(P(Cl)(C2C=CC=CC=2)=O)C=CC=CC=1.[NH2:56][C:57]1[CH:62]=[CH:61][N:60]([CH2:63][CH2:64][O:65][Si:66]([C:69]([CH3:72])([CH3:71])[CH3:70])([CH3:68])[CH3:67])[C:59](=[O:73])[CH:58]=1. The catalyst is ClCCl. The product is [C:69]([Si:66]([CH3:68])([CH3:67])[O:65][CH2:64][CH2:63][N:60]1[CH:61]=[CH:62][C:57]([NH:56][C:28]([CH:9]2[CH:8]([C:4]3[CH:5]=[CH:6][CH:7]=[C:2]([Cl:1])[C:3]=3[F:31])[C:12]([C:15]3[CH:20]=[CH:19][C:18]([Cl:21])=[CH:17][C:16]=3[F:22])([C:13]#[N:14])[CH:11]([CH2:23][C:24]([CH3:27])([CH3:26])[CH3:25])[NH:10]2)=[O:30])=[CH:58][C:59]1=[O:73])([CH3:72])([CH3:71])[CH3:70]. The yield is 0.110. (7) The reactants are F[C:2]1[C:7](C)=[CH:6][CH:5]=[CH:4][C:3]=1[CH2:9][N:10]1[CH:14]=[CH:13][C:12]([N:15]2[C:23](=[O:24])[C:22]3[C:17](=[CH:18][CH:19]=[CH:20][CH:21]=3)[C:16]2=[O:25])=[N:11]1.C(Br)C1C=CC=CC=1.N1C=CC(N2C(=O)C3C(=CC=CC=3)C2=O)=N1. No catalyst specified. The product is [C:3]1([CH2:9][N:10]2[CH:14]=[CH:13][C:12]([N:15]3[C:16](=[O:25])[C:17]4[C:22](=[CH:21][CH:20]=[CH:19][CH:18]=4)[C:23]3=[O:24])=[N:11]2)[CH:2]=[CH:7][CH:6]=[CH:5][CH:4]=1. The yield is 0.370.